Dataset: Peptide-MHC class I binding affinity with 185,985 pairs from IEDB/IMGT. Task: Regression. Given a peptide amino acid sequence and an MHC pseudo amino acid sequence, predict their binding affinity value. This is MHC class I binding data. (1) The MHC is Mamu-A2201 with pseudo-sequence Mamu-A2201. The binding affinity (normalized) is 0.102. The peptide sequence is CCYHCQFCF. (2) The peptide sequence is GPRGRHVVL. The binding affinity (normalized) is 0.0847. The MHC is HLA-B35:01 with pseudo-sequence HLA-B35:01.